This data is from Catalyst prediction with 721,799 reactions and 888 catalyst types from USPTO. The task is: Predict which catalyst facilitates the given reaction. (1) Reactant: [F:1][C:2]1[CH:7]=[CH:6][C:5]([C:8]2[C:12]([C:13]([NH2:15])=O)=[C:11]([CH3:16])[N:10]([CH2:17][O:18][CH2:19][CH2:20][O:21][CH3:22])[N:9]=2)=[CH:4][CH:3]=1.COCCOC.P12(SP3(SP(SP(S3)(S1)=S)(=S)S2)=S)=[S:30]. Product: [F:1][C:2]1[CH:7]=[CH:6][C:5]([C:8]2[C:12]([C:13](=[S:30])[NH2:15])=[C:11]([CH3:16])[NH:10][N:9]=2)=[CH:4][CH:3]=1.[F:1][C:2]1[CH:7]=[CH:6][C:5]([C:8]2[C:12]([C:13](=[S:30])[NH2:15])=[C:11]([CH3:16])[N:10]([CH2:17][O:18][CH2:19][CH2:20][O:21][CH3:22])[N:9]=2)=[CH:4][CH:3]=1. The catalyst class is: 61. (2) Reactant: [NH2:1][C@@H:2]([CH2:5][C:6]1[CH:11]=[CH:10][C:9]([N+:12]([O-:14])=[O:13])=[CH:8][CH:7]=1)[CH2:3][OH:4].[C:15](O[C:15]([O:17][C:18]([CH3:21])([CH3:20])[CH3:19])=[O:16])([O:17][C:18]([CH3:21])([CH3:20])[CH3:19])=[O:16]. The catalyst class is: 7. Product: [OH:4][CH2:3][C@@H:2]([NH:1][C:15](=[O:16])[O:17][C:18]([CH3:21])([CH3:20])[CH3:19])[CH2:5][C:6]1[CH:11]=[CH:10][C:9]([N+:12]([O-:14])=[O:13])=[CH:8][CH:7]=1. (3) Reactant: [F:1][C:2]1[CH:3]=[C:4]([NH:13][C:14]2[N:19]3[N:20]=[C:21](S(C)(=O)=O)[N:22]=[C:18]3[N:17]=[C:16]([CH3:27])[CH:15]=2)[CH:5]=[C:6]([F:12])[C:7]=1[C:8]([F:11])([F:10])[F:9].[O-:28][CH2:29][CH3:30].[Na+]. Product: [F:1][C:2]1[CH:3]=[C:4]([NH:13][C:14]2[N:19]3[N:20]=[C:21]([O:28][CH2:29][CH3:30])[N:22]=[C:18]3[N:17]=[C:16]([CH3:27])[CH:15]=2)[CH:5]=[C:6]([F:12])[C:7]=1[C:8]([F:11])([F:10])[F:9]. The catalyst class is: 8. (4) Reactant: [Br:1][C:2]1[CH:3]=[C:4]2[C:8](=[CH:9][CH:10]=1)[NH:7][C:6](=[O:11])/[C:5]/2=[CH:12]\[C:13]1[NH:17][C:16]2[CH2:18][CH2:19][CH2:20][CH2:21][CH2:22][C:15]=2[C:14]=1[CH2:23][CH2:24][C:25](O)=[O:26].N.C[N:30](C)CCCN=C=NCC.ON1C2C=CC=CC=2N=N1. Product: [Br:1][C:2]1[CH:3]=[C:4]2[C:8](=[CH:9][CH:10]=1)[NH:7][C:6](=[O:11])/[C:5]/2=[CH:12]\[C:13]1[NH:17][C:16]2[CH2:18][CH2:19][CH2:20][CH2:21][CH2:22][C:15]=2[C:14]=1[CH2:23][CH2:24][C:25]([NH2:30])=[O:26]. The catalyst class is: 9. (5) Reactant: [CH3:1][N:2]([CH3:42])[CH2:3][CH2:4][N:5]1[C:14]2[C:9](=[CH:10][C:11]([C:15]3[CH:16]=[N:17][C:18]([NH:30][C:31](=[O:35])[NH:32][CH2:33][CH3:34])=[CH:19][C:20]=3[C:21]3[S:22][CH:23]=[C:24]([C:26]([F:29])([F:28])[F:27])[N:25]=3)=[CH:12][N:13]=2)[C:8](=[O:36])[C:7]([C:37]([O:39]CC)=[O:38])=[CH:6]1. Product: [CH3:42][N:2]([CH3:1])[CH2:3][CH2:4][N:5]1[C:14]2[C:9](=[CH:10][C:11]([C:15]3[CH:16]=[N:17][C:18]([NH:30][C:31](=[O:35])[NH:32][CH2:33][CH3:34])=[CH:19][C:20]=3[C:21]3[S:22][CH:23]=[C:24]([C:26]([F:29])([F:28])[F:27])[N:25]=3)=[CH:12][N:13]=2)[C:8](=[O:36])[C:7]([C:37]([OH:39])=[O:38])=[CH:6]1. The catalyst class is: 8. (6) Product: [Cl:26][C:27]1[CH:28]=[C:29]([S:33]([NH:17][C:15]2[CH:14]=[C:13]([CH3:18])[N:12]=[C:11]3[S:10][C:9]([CH3:19])=[C:8]([C:4]4[CH:5]=[CH:6][CH:7]=[C:2]([Cl:1])[CH:3]=4)[C:16]=23)(=[O:35])=[O:34])[CH:30]=[CH:31][CH:32]=1. Reactant: [Cl:1][C:2]1[CH:3]=[C:4]([C:8]2[C:16]3[C:15]([NH2:17])=[CH:14][C:13]([CH3:18])=[N:12][C:11]=3[S:10][C:9]=2[CH3:19])[CH:5]=[CH:6][CH:7]=1.CC(C)([O-])C.[K+].[Cl:26][C:27]1[CH:28]=[C:29]([S:33](Cl)(=[O:35])=[O:34])[CH:30]=[CH:31][CH:32]=1. The catalyst class is: 1. (7) Reactant: [Br:1]N1C(=O)CCC1=O.[CH3:9][C:10]1([CH3:24])[C:14]([CH3:16])([CH3:15])[O:13][B:12]([C:17]2[C:18]([NH2:23])=[N:19][CH:20]=[CH:21][CH:22]=2)[O:11]1.O. Product: [Br:1][C:21]1[CH:22]=[C:17]([B:12]2[O:11][C:10]([CH3:24])([CH3:9])[C:14]([CH3:15])([CH3:16])[O:13]2)[C:18]([NH2:23])=[N:19][CH:20]=1. The catalyst class is: 3. (8) Product: [Cl:1][C:2]1[CH:3]=[C:4]2[C:9](=[CH:10][CH:11]=1)[N:8]=[C:7]([CH2:12][CH:13]([CH3:15])[CH3:14])[C:6]([CH2:16][OH:17])=[C:5]2[C:20]1[CH:25]=[CH:24][CH:23]=[CH:22][CH:21]=1. Reactant: [Cl:1][C:2]1[CH:3]=[C:4]2[C:9](=[CH:10][CH:11]=1)[N:8]=[C:7]([CH2:12][CH:13]([CH3:15])[CH3:14])[C:6]([C:16](OC)=[O:17])=[C:5]2[C:20]1[CH:25]=[CH:24][CH:23]=[CH:22][CH:21]=1.[H-].C([Al+]CC(C)C)C(C)C.S([O-])([O-])(=O)=O.[Na+].[Na+]. The catalyst class is: 93. (9) Reactant: [Cl:1][C:2]1[C:7]([N+:8]([O-:10])=[O:9])=[C:6]([Cl:11])[N:5]=[CH:4][N:3]=1.[CH3:12][C:13]1[CH:14]=[C:15]([CH:17]=[CH:18][C:19]=1[O:20][C:21]1[CH:22]=[N:23][C:24]([CH3:27])=[CH:25][CH:26]=1)[NH2:16]. Product: [ClH:1].[Cl:11][C:6]1[N:5]=[CH:4][N:3]=[C:2]([NH:16][C:15]2[CH:17]=[CH:18][C:19]([O:20][C:21]3[CH:22]=[N:23][C:24]([CH3:27])=[CH:25][CH:26]=3)=[C:13]([CH3:12])[CH:14]=2)[C:7]=1[N+:8]([O-:10])=[O:9]. The catalyst class is: 435.